Dataset: Forward reaction prediction with 1.9M reactions from USPTO patents (1976-2016). Task: Predict the product of the given reaction. Given the reactants [NH:1]1[CH2:6][CH2:5][O:4][CH2:3][CH2:2]1.[N+:7]([C:10]1[CH:11]=[C:12]([CH:16]=[CH:17][CH:18]=1)[C:13](Cl)=[O:14])([O-:9])=[O:8].C(OCC)(=O)C.O, predict the reaction product. The product is: [N+:7]([C:10]1[CH:11]=[C:12]([C:13]([N:1]2[CH2:6][CH2:5][O:4][CH2:3][CH2:2]2)=[O:14])[CH:16]=[CH:17][CH:18]=1)([O-:9])=[O:8].